Dataset: Full USPTO retrosynthesis dataset with 1.9M reactions from patents (1976-2016). Task: Predict the reactants needed to synthesize the given product. Given the product [C:1]([O:5][C:6]([N:8]1[CH2:9][CH2:10][N:11]([S:14]([C:17]2[C:22]([Cl:23])=[CH:21][CH:20]=[C:19]([NH:24][C:41]([NH:40][C:37]3[CH:36]=[CH:35][CH:29]=[C:28]([F:38])[C:27]=3[Cl:26])=[O:42])[C:18]=2[OH:25])(=[O:15])=[O:16])[CH2:12][CH2:13]1)=[O:7])([CH3:4])([CH3:2])[CH3:3], predict the reactants needed to synthesize it. The reactants are: [C:1]([O:5][C:6]([N:8]1[CH2:13][CH2:12][N:11]([S:14]([C:17]2[C:22]([Cl:23])=[CH:21][CH:20]=[C:19]([NH2:24])[C:18]=2[OH:25])(=[O:16])=[O:15])[CH2:10][CH2:9]1)=[O:7])([CH3:4])([CH3:3])[CH3:2].[Cl:26][C:27]1[C:28]([F:38])=[C:29]([CH:35]=[CH:36][CH:37]=1)C(N=[N+]=[N-])=O.C[N:40](C)[CH:41]=[O:42].